Dataset: Forward reaction prediction with 1.9M reactions from USPTO patents (1976-2016). Task: Predict the product of the given reaction. (1) Given the reactants [F:1][C:2]([F:27])([F:26])[C:3]1[CH:8]=[CH:7][CH:6]=[CH:5][C:4]=1[C:9]1[CH:14]=[CH:13][C:12]([C:15]#[C:16][C:17]2[CH:18]=[C:19]3[C:23](=[CH:24][CH:25]=2)[NH:22][CH:21]=[CH:20]3)=[CH:11][CH:10]=1, predict the reaction product. The product is: [F:27][C:2]([F:1])([F:26])[C:3]1[CH:8]=[CH:7][CH:6]=[CH:5][C:4]=1[C:9]1[CH:10]=[CH:11][C:12]([CH2:15][CH2:16][C:17]2[CH:18]=[C:19]3[C:23](=[CH:24][CH:25]=2)[NH:22][CH:21]=[CH:20]3)=[CH:13][CH:14]=1. (2) Given the reactants [Cl:1][C:2]1[CH:3]=[C:4]([CH:23]=[CH:24][C:25]=1[O:26][CH2:27][C:28]1[CH:33]=[CH:32][CH:31]=[C:30]([F:34])[CH:29]=1)[NH:5][C:6]1[C:15]2[C:10](=[CH:11][CH:12]=[C:13]([C:16]3[O:20][C:19]([CH:21]=O)=[CH:18][CH:17]=3)[CH:14]=2)[N:9]=[CH:8][N:7]=1.[CH3:35][S:36]([CH2:39][CH2:40][NH2:41])(=[O:38])=[O:37], predict the reaction product. The product is: [Cl:1][C:2]1[CH:3]=[C:4]([NH:5][C:6]2[C:15]3[C:10](=[CH:11][CH:12]=[C:13]([C:16]4[O:20][C:19]([CH2:21][NH:41][CH2:40][CH2:39][S:36]([CH3:35])(=[O:38])=[O:37])=[CH:18][CH:17]=4)[CH:14]=3)[N:9]=[CH:8][N:7]=2)[CH:23]=[CH:24][C:25]=1[O:26][CH2:27][C:28]1[CH:33]=[CH:32][CH:31]=[C:30]([F:34])[CH:29]=1. (3) Given the reactants [N:1]1([CH2:6][C:7]2[CH:12]=[CH:11][C:10]([CH2:13]O)=[CH:9][CH:8]=2)[CH:5]=[CH:4][CH:3]=[N:2]1.P(Br)(Br)[Br:16].C(=O)(O)[O-].[Na+], predict the reaction product. The product is: [Br:16][CH2:13][C:10]1[CH:11]=[CH:12][C:7]([CH2:6][N:1]2[CH:5]=[CH:4][CH:3]=[N:2]2)=[CH:8][CH:9]=1. (4) Given the reactants [CH3:1][C:2]1[CH:7]=[CH:6][C:5]([S:8]([O:11][C:12]2[CH:17]=[CH:16][C:15]([NH2:18])=[C:14](Br)[CH:13]=2)(=[O:10])=[O:9])=[CH:4][CH:3]=1.N, predict the reaction product. The product is: [CH3:1][C:2]1[CH:7]=[CH:6][C:5]([S:8]([O:11][C:12]2[CH:17]=[CH:16][C:15]([NH2:18])=[C:14]([CH2:4][CH:3]=[C:2]([CH3:7])[CH3:1])[CH:13]=2)(=[O:10])=[O:9])=[CH:4][CH:3]=1. (5) Given the reactants [CH2:1]([O:8][C:9]1[CH:24]=[C:23]([N:25]([CH2:31][C:32]2[CH:37]=[CH:36][C:35]([CH:38]3[CH2:43][CH2:42][CH2:41][CH2:40][CH2:39]3)=[CH:34][CH:33]=2)[C:26](=[O:30])[CH2:27][NH:28][CH3:29])[CH:22]=[CH:21][C:10]=1[C:11]([O:13][CH2:14][C:15]1[CH:20]=[CH:19][CH:18]=[CH:17][CH:16]=1)=[O:12])[C:2]1[CH:7]=[CH:6][CH:5]=[CH:4][CH:3]=1.[N+:44]([C:47]1[CH:52]=[CH:51][C:50]([S:53](Cl)(=[O:55])=[O:54])=[CH:49][CH:48]=1)([O-:46])=[O:45], predict the reaction product. The product is: [CH2:1]([O:8][C:9]1[CH:24]=[C:23]([N:25]([CH2:31][C:32]2[CH:33]=[CH:34][C:35]([CH:38]3[CH2:43][CH2:42][CH2:41][CH2:40][CH2:39]3)=[CH:36][CH:37]=2)[C:26](=[O:30])[CH2:27][N:28]([CH3:29])[S:53]([C:50]2[CH:49]=[CH:48][C:47]([N+:44]([O-:46])=[O:45])=[CH:52][CH:51]=2)(=[O:54])=[O:55])[CH:22]=[CH:21][C:10]=1[C:11]([O:13][CH2:14][C:15]1[CH:20]=[CH:19][CH:18]=[CH:17][CH:16]=1)=[O:12])[C:2]1[CH:3]=[CH:4][CH:5]=[CH:6][CH:7]=1. (6) Given the reactants [Cl:1][C:2]1[CH:7]=[CH:6][CH:5]=[CH:4][C:3]=1[C:8]([N:10]1[CH2:15][CH2:14][NH:13][C:12](=[O:16])[CH2:11]1)=[O:9].F[B-](F)(F)F.[CH2:22]([O+](CC)CC)[CH3:23], predict the reaction product. The product is: [Cl:1][C:2]1[CH:7]=[CH:6][CH:5]=[CH:4][C:3]=1[C:8]([N:10]1[CH2:15][CH2:14][NH:13][CH:12]([O:16][CH2:22][CH3:23])[CH2:11]1)=[O:9].